This data is from Reaction yield outcomes from USPTO patents with 853,638 reactions. The task is: Predict the reaction yield, written as a fraction of the theoretical maximum amount of product (1.0 means a 100% yield; for example, 0.34 means a 34% yield). (1) The reactants are [CH:1]1[C:10]2[C:5](=[C:6]([C:11]3[O:20][C:14]4=[C:15]([NH2:19])[N:16]=[CH:17][CH:18]=[C:13]4[CH:12]=3)[CH:7]=[CH:8][CH:9]=2)[CH:4]=[CH:3][N:2]=1.C1C(=O)N([I:28])C(=O)C1. The catalyst is CN(C=O)C. The product is [I:28][C:18]1[CH:17]=[N:16][C:15]([NH2:19])=[C:14]2[O:20][C:11]([C:6]3[CH:7]=[CH:8][CH:9]=[C:10]4[C:5]=3[CH:4]=[CH:3][N:2]=[CH:1]4)=[CH:12][C:13]=12. The yield is 0.840. (2) The reactants are C(OC([N:8]1[CH2:13][CH2:12][N:11]([CH2:14][C:15]2[CH:20]=[CH:19][C:18]([NH:21][C:22]([NH:24][C:25]3[N:26]([CH2:34][CH3:35])[N:27]=[C:28]([C:30]([CH3:33])([CH3:32])[CH3:31])[CH:29]=3)=[O:23])=[CH:17][CH:16]=2)[CH2:10][CH2:9]1)=O)(C)(C)C.[ClH:36].O1CCOCC1. The catalyst is ClCCl. The product is [ClH:36].[ClH:36].[C:30]([C:28]1[CH:29]=[C:25]([NH:24][C:22]([NH:21][C:18]2[CH:19]=[CH:20][C:15]([CH2:14][N:11]3[CH2:12][CH2:13][NH:8][CH2:9][CH2:10]3)=[CH:16][CH:17]=2)=[O:23])[N:26]([CH2:34][CH3:35])[N:27]=1)([CH3:31])([CH3:32])[CH3:33]. The yield is 0.990.